This data is from Full USPTO retrosynthesis dataset with 1.9M reactions from patents (1976-2016). The task is: Predict the reactants needed to synthesize the given product. (1) Given the product [NH2:36][C:33]1[N:34]=[CH:35][C:30]([C:16]2[CH:17]=[CH:18][C:13]([C:11]3[CH:10]=[N:9][N:8]([CH2:7][C:6]([O:5][C:1]([CH3:4])([CH3:3])[CH3:2])=[O:21])[CH:12]=3)=[C:14]([F:20])[CH:15]=2)=[CH:31][N:32]=1, predict the reactants needed to synthesize it. The reactants are: [C:1]([O:5][C:6](=[O:21])[CH2:7][N:8]1[CH:12]=[C:11]([C:13]2[CH:18]=[CH:17][C:16](Br)=[CH:15][C:14]=2[F:20])[CH:10]=[N:9]1)([CH3:4])([CH3:3])[CH3:2].CC1(C)C(C)(C)OB([C:30]2[CH:31]=[N:32][C:33]([NH2:36])=[N:34][CH:35]=2)O1.P([O-])([O-])([O-])=O.[K+].[K+].[K+]. (2) The reactants are: [C:1]([O:5][C@@H:6]([C:12]1[C:13]([CH3:34])=[N:14][C:15]2[N:16]([N:26]=[C:27]([C:29]([O:31]CC)=[O:30])[CH:28]=2)[C:17]=1[C:18]1[CH2:23][CH2:22][C:21]([CH3:25])([CH3:24])[CH2:20][CH:19]=1)[C:7]([O:9][CH2:10][CH3:11])=[O:8])([CH3:4])([CH3:3])[CH3:2].[OH-].[Na+]. Given the product [C:1]([O:5][C@@H:6]([C:12]1[C:13]([CH3:34])=[N:14][C:15]2[N:16]([N:26]=[C:27]([C:29]([OH:31])=[O:30])[CH:28]=2)[C:17]=1[C:18]1[CH2:23][CH2:22][C:21]([CH3:25])([CH3:24])[CH2:20][CH:19]=1)[C:7]([O:9][CH2:10][CH3:11])=[O:8])([CH3:2])([CH3:3])[CH3:4], predict the reactants needed to synthesize it. (3) The reactants are: [F:1][C:2]([F:11])([F:10])[C:3]1[N:8]=[N:7][C:6]([NH2:9])=[CH:5][CH:4]=1.[Cl:12]N1C(=O)CCC1=O. Given the product [Cl:12][C:5]1[CH:4]=[C:3]([C:2]([F:1])([F:10])[F:11])[N:8]=[N:7][C:6]=1[NH2:9], predict the reactants needed to synthesize it. (4) The reactants are: F[C:2]1[CH:3]=[N:4][CH:5]=[CH:6][C:7]=1[C:8]1[O:9][C:10]2[CH:16]=[CH:15][C:14]([C:17]([F:20])([F:19])[F:18])=[CH:13][C:11]=2[N:12]=1.[C:21]1([OH:27])[CH:26]=[CH:25][CH:24]=[CH:23][CH:22]=1.C(=O)([O-])[O-].[K+].[K+].CN(C=O)C. Given the product [O:27]([C:2]1[CH:3]=[N:4][CH:5]=[CH:6][C:7]=1[C:8]1[O:9][C:10]2[CH:16]=[CH:15][C:14]([C:17]([F:20])([F:19])[F:18])=[CH:13][C:11]=2[N:12]=1)[C:21]1[CH:26]=[CH:25][CH:24]=[CH:23][CH:22]=1, predict the reactants needed to synthesize it.